From a dataset of Full USPTO retrosynthesis dataset with 1.9M reactions from patents (1976-2016). Predict the reactants needed to synthesize the given product. (1) The reactants are: Br[C:2]1[CH:10]=[CH:9][CH:8]=[C:7]2[C:3]=1[CH:4]=[C:5]([C:11]([OH:13])=O)[NH:6]2.Cl.Cl.Cl.[N:17]1([CH2:24][CH2:25][N:26]2[CH2:31][CH2:30][CH:29]([NH2:32])[CH2:28][CH2:27]2)[CH2:23][CH2:22][CH2:21][CH2:20][CH2:19][CH2:18]1.CCN(C(C)C)C(C)C.CN(C(ON1N=N[C:52]2[CH:53]=[CH:54][CH:55]=[CH:56][C:51]1=2)=[N+](C)C)C.[B-](F)(F)(F)F. Given the product [N:17]1([CH2:24][CH2:25][N:26]2[CH2:27][CH2:28][CH:29]([NH:32][C:11]([C:5]3[NH:6][C:7]4[C:3]([CH:4]=3)=[C:2]([C:51]3[CH:56]=[CH:55][CH:54]=[CH:53][CH:52]=3)[CH:10]=[CH:9][CH:8]=4)=[O:13])[CH2:30][CH2:31]2)[CH2:23][CH2:22][CH2:21][CH2:20][CH2:19][CH2:18]1, predict the reactants needed to synthesize it. (2) Given the product [C:1]([O:5][C:6](=[O:25])[NH:7][C:8]1[CH:13]=[C:12]([N:14]2[CH2:15][CH2:16][S:17][CH2:18][CH2:19]2)[C:11]([C:20]([F:21])([F:22])[F:23])=[CH:10][C:9]=1[NH:24][C:31](=[O:30])[CH2:32][C:33]([C:35]1[CH:40]=[CH:39][CH:38]=[C:37]([C:41]2[O:45][N:44]=[C:43]([CH3:46])[CH:42]=2)[CH:36]=1)=[O:34])([CH3:4])([CH3:2])[CH3:3], predict the reactants needed to synthesize it. The reactants are: [C:1]([O:5][C:6](=[O:25])[NH:7][C:8]1[CH:13]=[C:12]([N:14]2[CH2:19][CH2:18][S:17][CH2:16][CH2:15]2)[C:11]([C:20]([F:23])([F:22])[F:21])=[CH:10][C:9]=1[NH2:24])([CH3:4])([CH3:3])[CH3:2].C([O:30][C:31](=O)[CH2:32][C:33]([C:35]1[CH:40]=[CH:39][CH:38]=[C:37]([C:41]2[O:45][N:44]=[C:43]([CH3:46])[CH:42]=2)[CH:36]=1)=[O:34])(C)(C)C.